This data is from Forward reaction prediction with 1.9M reactions from USPTO patents (1976-2016). The task is: Predict the product of the given reaction. Given the reactants C([N:8]1[CH2:17][CH2:16][C:15]2[C:14](=[O:18])[NH:13][CH:12]=[N:11][C:10]=2[CH2:9]1)C1C=CC=CC=1, predict the reaction product. The product is: [N:11]1[C:10]2[CH2:9][NH:8][CH2:17][CH2:16][C:15]=2[C:14](=[O:18])[NH:13][CH:12]=1.